This data is from Full USPTO retrosynthesis dataset with 1.9M reactions from patents (1976-2016). The task is: Predict the reactants needed to synthesize the given product. (1) Given the product [Br:1][C:2]1[C:3]([O:10][CH3:11])=[N:4][CH:5]=[C:6]([CH:8]([Br:12])[Br:9])[CH:7]=1, predict the reactants needed to synthesize it. The reactants are: [Br:1][C:2]1[C:3]([O:10][CH3:11])=[N:4][CH:5]=[C:6]([CH2:8][Br:9])[CH:7]=1.[Br:12]N1C(=O)CCC1=O.N(C(C)(C)C#N)=NC(C)(C)C#N. (2) Given the product [NH:8]([C:20]([O:22][CH2:23][C:24]1[CH:25]=[CH:26][CH:27]=[CH:28][CH:29]=1)=[O:21])[C@H:9]([C:11]([NH:13][C@H:14]([C:16]([NH:18][NH:19][CH2:2][C:3]([O:5][CH2:6][CH3:7])=[O:4])=[O:17])[CH3:15])=[O:12])[CH3:10], predict the reactants needed to synthesize it. The reactants are: Br[CH2:2][C:3]([O:5][CH2:6][CH3:7])=[O:4].[NH:8]([C:20]([O:22][CH2:23][C:24]1[CH:29]=[CH:28][CH:27]=[CH:26][CH:25]=1)=[O:21])[C@H:9]([C:11]([NH:13][C@H:14]([C:16]([NH:18][NH2:19])=[O:17])[CH3:15])=[O:12])[CH3:10].CN1CCOCC1.C(Cl)Cl.